This data is from Retrosynthesis with 50K atom-mapped reactions and 10 reaction types from USPTO. The task is: Predict the reactants needed to synthesize the given product. (1) Given the product CC(C)(CCCC(C(O)C(C)(C)C)n1cncn1)c1ccccc1, predict the reactants needed to synthesize it. The reactants are: CC(C)(C)C(=O)C(CCCC(C)(C)c1ccccc1)n1cncn1. (2) Given the product COC(=O)COc1ccc(C=O)cc1OC, predict the reactants needed to synthesize it. The reactants are: COC(=O)CBr.COc1cc(C=O)ccc1O. (3) The reactants are: N#Cc1cnc(N)cn1.O=S(=O)(Oc1cc2cccc(Br)c2cn1)C(F)(F)F. Given the product N#Cc1cnc(Nc2cc3cccc(Br)c3cn2)cn1, predict the reactants needed to synthesize it. (4) Given the product Cc1cc(C)c(N)c(C)n1, predict the reactants needed to synthesize it. The reactants are: Cc1cc(C)c([N+](=O)[O-])c(C)n1. (5) The reactants are: CC(C)(C)OC(=O)N1CC(c2ccc3ccccc3n2)C1. Given the product c1ccc2nc(C3CNC3)ccc2c1, predict the reactants needed to synthesize it.